This data is from Full USPTO retrosynthesis dataset with 1.9M reactions from patents (1976-2016). The task is: Predict the reactants needed to synthesize the given product. (1) Given the product [CH3:19][O:20][CH2:21][CH2:22][CH2:23][N:24]([CH3:32])[C:25]1[N:26]=[CH:27][C:28]([NH:31][C:12]([C:10]2[N:11]=[C:7]([C:1]3[CH:2]=[CH:3][CH:4]=[CH:5][CH:6]=3)[O:8][C:9]=2[C:15]([F:18])([F:17])[F:16])=[O:14])=[CH:29][CH:30]=1, predict the reactants needed to synthesize it. The reactants are: [C:1]1([C:7]2[O:8][C:9]([C:15]([F:18])([F:17])[F:16])=[C:10]([C:12]([OH:14])=O)[N:11]=2)[CH:6]=[CH:5][CH:4]=[CH:3][CH:2]=1.[CH3:19][O:20][CH2:21][CH2:22][CH2:23][N:24]([CH3:32])[C:25]1[CH:30]=[CH:29][C:28]([NH2:31])=[CH:27][N:26]=1. (2) The reactants are: [OH-].[Na+].[C:3]([O:7][OH:8])([CH3:6])([CH3:5])[CH3:4].[CH:9]1[C:9]2N[C:20]3[C:15](=[CH:15][CH:20]=[CH:19][CH:19]=3)S[C:9]=2[CH:19]=[CH:20][CH:15]=1.C[CH:24]=[CH:25][C:26](Cl)=[O:27]. Given the product [C:3]([OH:7])(=[O:27])[C:20]([CH3:19])=[CH2:15].[C:3]([O:7][O:8][C:25]([CH3:24])([CH3:26])[CH3:9])([CH3:6])([CH3:5])[CH3:4], predict the reactants needed to synthesize it. (3) Given the product [F:12][CH2:11][C@H:10]([C:13]1[CH:18]=[CH:17][C:16]([B:19]([OH:21])[OH:20])=[CH:15][C:14]=1[CH3:22])[CH2:9][OH:8], predict the reactants needed to synthesize it. The reactants are: C([O:8][CH2:9][C@@H:10]([C:13]1[CH:18]=[CH:17][C:16]([B:19]([OH:21])[OH:20])=[CH:15][C:14]=1[CH3:22])[CH2:11][F:12])C1C=CC=CC=1. (4) Given the product [Cl:30][C:26]1[C:25]([CH3:31])=[C:24]([CH:22]([N:3]2[C:4]3[CH:10]=[C:9]([N:11]4[CH2:12][CH2:13][O:14][CH2:15][CH2:16]4)[CH:8]=[C:7]([C:17]([OH:19])=[O:18])[C:5]=3[N:6]=[C:2]2[CH3:1])[CH3:23])[CH:29]=[CH:28][CH:27]=1, predict the reactants needed to synthesize it. The reactants are: [CH3:1][C:2]1[NH:6][C:5]2[C:7]([C:17]([O:19]C)=[O:18])=[CH:8][C:9]([N:11]3[CH2:16][CH2:15][O:14][CH2:13][CH2:12]3)=[CH:10][C:4]=2[N:3]=1.Br[CH:22]([C:24]1[CH:29]=[CH:28][CH:27]=[C:26]([Cl:30])[C:25]=1[CH3:31])[CH3:23].C(=O)([O-])[O-].[K+].[K+].[OH-].[Li+]. (5) Given the product [C:5]([C:4]1[CH:7]=[CH:8][C:9]2[S:12][C:11]([SH:16])=[N:1][C:2]=2[CH:3]=1)#[N:6], predict the reactants needed to synthesize it. The reactants are: [NH2:1][C:2]1[CH:3]=[C:4]([CH:7]=[CH:8][C:9]=1Cl)[C:5]#[N:6].[C:11](=[S:16])(OCC)[S-:12].[K+].Cl. (6) The reactants are: C(OC([NH:8][C@@H:9]([C:11]1[C:12](F)=[C:13]([C:17]2[CH:25]=[C:24]3[C:20]([CH:21]=[N:22][NH:23]3)=[C:19]([CH2:26][O:27][C:28]3[CH:33]=[CH:32][CH:31]=[CH:30][C:29]=3[CH2:34][C:35]([O:37]C(C)(C)C)=[O:36])[CH:18]=2)[CH:14]=[CH:15][CH:16]=1)[CH3:10])=O)(C)(C)C.C(O)(C(F)(F)F)=O.C(Cl)Cl. Given the product [NH2:8][C@@H:9]([C:11]1[CH:12]=[C:13]([C:17]2[CH:25]=[C:24]3[C:20]([CH:21]=[N:22][NH:23]3)=[C:19]([CH2:26][O:27][C:28]3[CH:33]=[CH:32][CH:31]=[CH:30][C:29]=3[CH2:34][C:35]([OH:37])=[O:36])[CH:18]=2)[CH:14]=[CH:15][CH:16]=1)[CH3:10], predict the reactants needed to synthesize it. (7) Given the product [N:28]([CH2:2][C@@H:3]([NH:5][C:6]1[CH:25]=[CH:24][C:23]([C:26]#[N:27])=[CH:22][C:7]=1[C:8]([NH:10][CH2:11][C:12]1[CH:17]=[CH:16][C:15]([O:18][CH3:19])=[C:14]([O:20][CH3:21])[CH:13]=1)=[O:9])[CH3:4])=[N+:29]=[N-:30], predict the reactants needed to synthesize it. The reactants are: Br[CH2:2][C@@H:3]([NH:5][C:6]1[CH:25]=[CH:24][C:23]([C:26]#[N:27])=[CH:22][C:7]=1[C:8]([NH:10][CH2:11][C:12]1[CH:17]=[CH:16][C:15]([O:18][CH3:19])=[C:14]([O:20][CH3:21])[CH:13]=1)=[O:9])[CH3:4].[N-:28]=[N+:29]=[N-:30].[Na+].